From a dataset of Peptide-MHC class I binding affinity with 185,985 pairs from IEDB/IMGT. Regression. Given a peptide amino acid sequence and an MHC pseudo amino acid sequence, predict their binding affinity value. This is MHC class I binding data. (1) The peptide sequence is GYTMHANYIF. The MHC is HLA-A23:01 with pseudo-sequence HLA-A23:01. The binding affinity (normalized) is 0.741. (2) The peptide sequence is AALDLSHFL. The MHC is HLA-A23:01 with pseudo-sequence HLA-A23:01. The binding affinity (normalized) is 0.105. (3) The peptide sequence is NSTVTSLI. The MHC is Mamu-A02 with pseudo-sequence Mamu-A02. The binding affinity (normalized) is 0.104. (4) The peptide sequence is LWVAEIQPQW. The MHC is HLA-A23:01 with pseudo-sequence HLA-A23:01. The binding affinity (normalized) is 0.332. (5) The peptide sequence is RRAARAEYL. The MHC is Patr-A0401 with pseudo-sequence Patr-A0401. The binding affinity (normalized) is 0.269. (6) The peptide sequence is DSDPMDGCE. The MHC is HLA-B27:05 with pseudo-sequence HLA-B27:05. The binding affinity (normalized) is 0.0847. (7) The peptide sequence is YKEPNSIIL. The MHC is HLA-B46:01 with pseudo-sequence HLA-B46:01. The binding affinity (normalized) is 0.0847. (8) The peptide sequence is TLMNVITLVY. The MHC is HLA-A33:01 with pseudo-sequence HLA-A33:01. The binding affinity (normalized) is 0.378. (9) The peptide sequence is ATAGLTHMMIW. The MHC is HLA-A26:01 with pseudo-sequence HLA-A26:01. The binding affinity (normalized) is 0.0515.